From a dataset of Catalyst prediction with 721,799 reactions and 888 catalyst types from USPTO. Predict which catalyst facilitates the given reaction. Reactant: Cl.C[O:3][C:4]1[C:5]2[C:9]([CH:10]=[CH:11][CH:12]=1)=[N:8][N:7]1[C:13]([CH:18]3[CH2:23][CH2:22][NH:21][CH2:20][CH2:19]3)=[CH:14][C:15](=[O:17])[NH:16][C:6]=21.[BrH:24]. Product: [BrH:24].[OH:3][C:4]1[C:5]2[C:9]([CH:10]=[CH:11][CH:12]=1)=[N:8][N:7]1[C:13]([CH:18]3[CH2:23][CH2:22][NH:21][CH2:20][CH2:19]3)=[CH:14][C:15](=[O:17])[NH:16][C:6]=21. The catalyst class is: 15.